Predict the product of the given reaction. From a dataset of Forward reaction prediction with 1.9M reactions from USPTO patents (1976-2016). (1) Given the reactants [CH3:1][O:2][C:3]1[CH:34]=[CH:33][C:6]([CH2:7][O:8][C@@H:9]2[C@@H:17]([CH:18]=[O:19])[O:16][C@H:15]3[C@H:11]([N:12]=[C:13]([N:20]([CH3:22])[CH3:21])[S:14]3)[C@H:10]2[O:23][CH2:24][C:25]2[CH:30]=[CH:29][C:28]([O:31][CH3:32])=[CH:27][CH:26]=2)=[CH:5][CH:4]=1.[CH3:35][Mg]Br, predict the reaction product. The product is: [CH3:1][O:2][C:3]1[CH:4]=[CH:5][C:6]([CH2:7][O:8][C@@H:9]2[C@@H:17]([CH:18]([OH:19])[CH3:35])[O:16][C@H:15]3[C@H:11]([N:12]=[C:13]([N:20]([CH3:22])[CH3:21])[S:14]3)[C@H:10]2[O:23][CH2:24][C:25]2[CH:26]=[CH:27][C:28]([O:31][CH3:32])=[CH:29][CH:30]=2)=[CH:33][CH:34]=1. (2) Given the reactants [NH2:1][C:2]1[CH:11]=[CH:10][C:5]([C:6]([O:8][CH3:9])=[O:7])=[CH:4][CH:3]=1.C(N(CC)CC)C.[F:19][C:20]1[CH:28]=[CH:27][CH:26]=[C:25]([F:29])[C:21]=1[C:22](Cl)=[O:23].C(=O)(O)[O-].[Na+], predict the reaction product. The product is: [F:19][C:20]1[CH:28]=[CH:27][CH:26]=[C:25]([F:29])[C:21]=1[C:22]([NH:1][C:2]1[CH:3]=[CH:4][C:5]([C:6]([O:8][CH3:9])=[O:7])=[CH:10][CH:11]=1)=[O:23]. (3) Given the reactants [C:1]([N:3]=[S:4]([C:7]1[CH:12]=[CH:11][C:10]([CH2:13][NH2:14])=C[CH:8]=1)([CH3:6])=[O:5])#[N:2].C(N=S(C1C=CC(N2C(=O)C3C(=CC=CC=3)C2=O)=NC=1)(C)=O)#[N:16], predict the reaction product. The product is: [C:1]([N:3]=[S:4]([C:7]1[CH:12]=[CH:11][C:10]([CH2:13][NH2:14])=[N:16][CH:8]=1)([CH3:6])=[O:5])#[N:2].